Dataset: Forward reaction prediction with 1.9M reactions from USPTO patents (1976-2016). Task: Predict the product of the given reaction. The product is: [NH2:4][C:3]1[N:5]=[N:12][C:15]2[CH:20]=[CH:19][CH:18]=[CH:17][C:16]=2[N:2]=1. Given the reactants Cl.[NH2:2][C:3]([NH2:5])=[NH:4].CC([O-])(C)C.[K+].[N+:12]([C:15]1[CH:20]=[CH:19][CH:18]=[CH:17][CH:16]=1)([O-])=O, predict the reaction product.